This data is from Catalyst prediction with 721,799 reactions and 888 catalyst types from USPTO. The task is: Predict which catalyst facilitates the given reaction. Reactant: Cl.[NH2:2][CH2:3][C@@H:4]1[O:8][C:7](=[O:9])[N:6]([C:10]2[CH:23]=[CH:22][C:13]3[C:14]4[NH:15][N:16]=[CH:17][C:18]=4[CH2:19][CH2:20][CH2:21][C:12]=3[CH:11]=2)[CH2:5]1.[F:24][C:25]([F:36])([F:35])[C:26](O[C:26](=[O:27])[C:25]([F:36])([F:35])[F:24])=[O:27]. Product: [F:24][C:25]([F:36])([F:35])[C:26]([NH:2][CH2:3][C@@H:4]1[O:8][C:7](=[O:9])[N:6]([C:10]2[CH:23]=[CH:22][C:13]3[C:14]4[NH:15][N:16]=[CH:17][C:18]=4[CH2:19][CH2:20][CH2:21][C:12]=3[CH:11]=2)[CH2:5]1)=[O:27]. The catalyst class is: 4.